Dataset: CYP2C9 inhibition data for predicting drug metabolism from PubChem BioAssay. Task: Regression/Classification. Given a drug SMILES string, predict its absorption, distribution, metabolism, or excretion properties. Task type varies by dataset: regression for continuous measurements (e.g., permeability, clearance, half-life) or binary classification for categorical outcomes (e.g., BBB penetration, CYP inhibition). Dataset: cyp2c9_veith. (1) The molecule is Cc1noc(C)c1C(=O)N1CCC2(CC1)CN(c1cccc(-c3ccccc3)c1)C2. The result is 0 (non-inhibitor). (2) The molecule is CN1[C@H]2CC[C@@H]1CC(OC(c1ccc(F)cc1)c1ccc(F)cc1)C2. The result is 1 (inhibitor). (3) The molecule is CN(C)c1ccc(-c2nc(NCCN3CCOCC3)c3ccccc3n2)cc1. The result is 0 (non-inhibitor). (4) The molecule is CC(C)c1ccc(O)c(=O)cc1.CC(C)c1ccc(O)c(O)c(=O)c1.CC(C)c1cccc(O)c(=O)c1.CC(C)c1ccccc(=O)c1O. The result is 0 (non-inhibitor). (5) The drug is c1ccc(CSCCc2ccncc2)cc1. The result is 1 (inhibitor).